Dataset: Forward reaction prediction with 1.9M reactions from USPTO patents (1976-2016). Task: Predict the product of the given reaction. (1) Given the reactants [Br:1][C:2]1[C:3]([O:13][CH3:14])=[CH:4][C:5]([CH3:12])=[C:6]([NH:8]C(=O)C)[CH:7]=1.Cl.C([O-])(O)=O.[Na+], predict the reaction product. The product is: [Br:1][C:2]1[C:3]([O:13][CH3:14])=[CH:4][C:5]([CH3:12])=[C:6]([CH:7]=1)[NH2:8]. (2) Given the reactants CCN(C(C)C)C(C)C.[F:10][C:11]([F:28])([F:27])[O:12][C:13]1[CH:14]=[CH:15][CH:16]=[C:17]2[C:22]=1[O:21][C:20](=[O:23])[C:19]([C:24]([OH:26])=O)=[CH:18]2.CN(C(ON1N=NC2C=CC=NC1=2)=[N+](C)C)C.F[P-](F)(F)(F)(F)F.[O:53]1[C:58]2[CH:59]=[CH:60][C:61]([C:63]3[CH:64]=[C:65]([NH2:69])[CH:66]=[CH:67][CH:68]=3)=[CH:62][C:57]=2[O:56][CH2:55][CH2:54]1, predict the reaction product. The product is: [O:53]1[C:58]2[CH:59]=[CH:60][C:61]([C:63]3[CH:64]=[C:65]([NH:69][C:24]([C:19]4[C:20](=[O:23])[O:21][C:22]5[C:17]([CH:18]=4)=[CH:16][CH:15]=[CH:14][C:13]=5[O:12][C:11]([F:10])([F:28])[F:27])=[O:26])[CH:66]=[CH:67][CH:68]=3)=[CH:62][C:57]=2[O:56][CH2:55][CH2:54]1. (3) Given the reactants [CH2:1]([O:8][C:9]1[CH:17]=[C:16]([O:18][CH2:19][C:20]2[CH:25]=[CH:24][CH:23]=[CH:22][CH:21]=2)[CH:15]=[CH:14][C:10]=1[C:11](O)=[O:12])[C:2]1[CH:7]=[CH:6][CH:5]=[CH:4][CH:3]=1.S(Cl)([Cl:28])=O, predict the reaction product. The product is: [CH2:1]([O:8][C:9]1[CH:17]=[C:16]([O:18][CH2:19][C:20]2[CH:25]=[CH:24][CH:23]=[CH:22][CH:21]=2)[CH:15]=[CH:14][C:10]=1[C:11]([Cl:28])=[O:12])[C:2]1[CH:7]=[CH:6][CH:5]=[CH:4][CH:3]=1. (4) Given the reactants Cl[C:2]1[C:11]2[C:6](=[CH:7][CH:8]=[CH:9][C:10]=2[O:12][CH:13]2[CH2:18][CH2:17][N:16]([CH3:19])[CH2:15][CH2:14]2)[N:5]=[CH:4][N:3]=1.[CH3:20][C@@H:21]([NH2:28])[C:22]1[CH:27]=[CH:26][CH:25]=[CH:24][CH:23]=1, predict the reaction product. The product is: [CH3:19][N:16]1[CH2:17][CH2:18][CH:13]([O:12][C:10]2[CH:9]=[CH:8][CH:7]=[C:6]3[C:11]=2[C:2]([NH:28][C@@H:21]([C:22]2[CH:27]=[CH:26][CH:25]=[CH:24][CH:23]=2)[CH3:20])=[N:3][CH:4]=[N:5]3)[CH2:14][CH2:15]1. (5) Given the reactants I[C:2]1[C:7]([N:8]([CH3:15])[C:9](=[O:14])[C:10]([F:13])([F:12])[F:11])=[C:6]([I:16])[N:5]=[CH:4][N:3]=1.[NH2:17][C:18]1[CH:32]=[CH:31][C:21]([O:22][C:23]2[CH:24]=[C:25]([CH:28]=[CH:29][CH:30]=2)[C:26]#[N:27])=[C:20]([Cl:33])[CH:19]=1.C(=O)([O-])O.[Na+], predict the reaction product. The product is: [Cl:33][C:20]1[CH:19]=[C:18]([NH:17][C:2]2[C:7]([N:8]([CH3:15])[C:9](=[O:14])[C:10]([F:13])([F:12])[F:11])=[C:6]([I:16])[N:5]=[CH:4][N:3]=2)[CH:32]=[CH:31][C:21]=1[O:22][C:23]1[CH:30]=[CH:29][CH:28]=[C:25]([C:26]#[N:27])[CH:24]=1.